Dataset: Full USPTO retrosynthesis dataset with 1.9M reactions from patents (1976-2016). Task: Predict the reactants needed to synthesize the given product. (1) The reactants are: [CH:1]1([C:7]2[C:8]3[CH:9]=[CH:10][C:11]([C:28]([O:30]C)=[O:29])=[CH:12][C:13]=3[N:14]3[C:21]=2[C:20]2[CH:22]=[CH:23][CH:24]=[CH:25][C:19]=2[O:18][CH2:17][CH:16]([CH2:26][OH:27])[CH2:15]3)[CH2:6][CH2:5][CH2:4][CH2:3][CH2:2]1.[OH-].[Na+].[Cl-].[CH2:35]([NH+:42]([CH3:46])[CH2:43][CH2:44]Cl)[C:36]1[CH:41]=[CH:40][CH:39]=[CH:38][CH:37]=1. Given the product [CH2:35]([N:42]([CH3:46])[CH2:43][CH2:44][O:27][CH2:26][CH:16]1[CH2:15][N:14]2[C:13]3[CH:12]=[C:11]([C:28]([OH:30])=[O:29])[CH:10]=[CH:9][C:8]=3[C:7]([CH:1]3[CH2:6][CH2:5][CH2:4][CH2:3][CH2:2]3)=[C:21]2[C:20]2[CH:22]=[CH:23][CH:24]=[CH:25][C:19]=2[O:18][CH2:17]1)[C:36]1[CH:41]=[CH:40][CH:39]=[CH:38][CH:37]=1, predict the reactants needed to synthesize it. (2) Given the product [Br:1][C:2]1[CH:3]=[C:4]([CH3:11])[C:5]([F:10])=[C:6]([CH:9]=1)/[CH:7]=[N:18]/[OH:19], predict the reactants needed to synthesize it. The reactants are: [Br:1][C:2]1[CH:3]=[C:4]([CH3:11])[C:5]([F:10])=[C:6]([CH:9]=1)[CH:7]=O.C([O-])(=O)C.[Na+].Cl.[NH2:18][OH:19]. (3) Given the product [C:1]([C:5]1[CH:10]=[CH:9][C:8]([C:11]2[CH:12]=[CH:13][C:14]([O:17][CH2:39][CH:31]([C:28]3[CH:29]=[CH:30][C:25]([C:24]([NH:23][CH2:22][CH2:21][C:20]([OH:42])=[O:19])=[O:41])=[CH:26][CH:27]=3)[CH2:32][CH2:33][CH2:34][C:35]([F:36])([F:38])[F:37])=[CH:15][CH:16]=2)=[CH:7][CH:6]=1)([CH3:4])([CH3:2])[CH3:3], predict the reactants needed to synthesize it. The reactants are: [C:1]([C:5]1[CH:10]=[CH:9][C:8]([C:11]2[CH:16]=[CH:15][C:14]([OH:17])=[CH:13][CH:12]=2)=[CH:7][CH:6]=1)([CH3:4])([CH3:3])[CH3:2].C[O:19][C:20](=[O:42])[CH2:21][CH2:22][NH:23][C:24](=[O:41])[C:25]1[CH:30]=[CH:29][C:28]([CH:31]([CH2:39]O)[CH2:32][CH2:33][CH2:34][C:35]([F:38])([F:37])[F:36])=[CH:27][CH:26]=1. (4) Given the product [F:17][C:14]1[CH:15]=[C:16]2[C:11]([C:10]([C:18]3[CH:19]=[CH:20][C:21]4[S:25](=[O:26])(=[O:27])[NH:24][CH:23]([C:28]([NH:34][CH3:33])=[O:30])[C:22]=4[CH:32]=3)=[CH:9][NH:8]2)=[CH:12][CH:13]=1, predict the reactants needed to synthesize it. The reactants are: C(OC([N:8]1[C:16]2[C:11](=[CH:12][CH:13]=[C:14]([F:17])[CH:15]=2)[C:10]([C:18]2[CH:19]=[CH:20][C:21]3[S:25](=[O:27])(=[O:26])[NH:24][CH:23]([C:28]([O:30]C)=O)[C:22]=3[CH:32]=2)=[CH:9]1)=O)(C)(C)C.[CH3:33][NH2:34].CCO. (5) Given the product [CH3:11][C:7]1[S:8][C:9]([CH3:10])=[C:5]([CH2:4][C:3]([NH:14][NH2:15])=[O:2])[N:6]=1, predict the reactants needed to synthesize it. The reactants are: C[O:2][C:3](=O)[CH2:4][C:5]1[N:6]=[C:7]([CH3:11])[S:8][C:9]=1[CH3:10].O.[NH2:14][NH2:15]. (6) Given the product [NH2:9][C:10]1[CH:17]=[CH:16][CH:15]=[C:14]([O:6][CH:3]([CH2:2][NH2:1])[CH2:4][CH3:5])[C:11]=1[C:12]#[N:13], predict the reactants needed to synthesize it. The reactants are: [NH2:1][CH2:2][CH:3]([OH:6])[CH2:4][CH3:5].[H-].[Na+].[NH2:9][C:10]1[CH:17]=[CH:16][CH:15]=[C:14](F)[C:11]=1[C:12]#[N:13]. (7) The reactants are: S(Cl)([Cl:3])=O.[N+:5]([C:8]1[CH:9]=[C:10]([OH:17])[C:11](=[CH:15][CH:16]=1)[C:12](O)=[O:13])([O-:7])=[O:6]. Given the product [OH:17][C:10]1[CH:9]=[C:8]([N+:5]([O-:7])=[O:6])[CH:16]=[CH:15][C:11]=1[C:12]([Cl:3])=[O:13], predict the reactants needed to synthesize it. (8) The reactants are: [C:1]([NH:4][CH:5]([CH2:9][SH:10])[C:6]([OH:8])=[O:7])(=[O:3])[CH3:2].C(=O)([O-])[O-].[Na+].[Na+].C1COCC1.Cl[C:23]([O:25][CH2:26][C:27]1[CH:32]=[CH:31][CH:30]=[CH:29][CH:28]=1)=[O:24]. Given the product [C:1]([NH:4][C@@H:5]([CH2:9][S:10][C:23]([O:25][CH2:26][C:27]1[CH:32]=[CH:31][CH:30]=[CH:29][CH:28]=1)=[O:24])[C:6]([OH:8])=[O:7])(=[O:3])[CH3:2], predict the reactants needed to synthesize it.